This data is from Forward reaction prediction with 1.9M reactions from USPTO patents (1976-2016). The task is: Predict the product of the given reaction. Given the reactants [CH2:1]([O:3][C:4]([C:6]1[C:7]([OH:26])=[C:8]2[C:14](Br)=[C:13](Br)[N:12]([CH2:17][C:18]3[CH:23]=[CH:22][CH:21]=[C:20]([O:24][CH3:25])[CH:19]=3)[C:9]2=[CH:10][N:11]=1)=[O:5])[CH3:2].C([O-])=O.[NH4+], predict the reaction product. The product is: [CH2:1]([O:3][C:4]([C:6]1[C:7]([OH:26])=[C:8]2[CH:14]=[CH:13][N:12]([CH2:17][C:18]3[CH:23]=[CH:22][CH:21]=[C:20]([O:24][CH3:25])[CH:19]=3)[C:9]2=[CH:10][N:11]=1)=[O:5])[CH3:2].